From a dataset of Peptide-MHC class II binding affinity with 134,281 pairs from IEDB. Regression. Given a peptide amino acid sequence and an MHC pseudo amino acid sequence, predict their binding affinity value. This is MHC class II binding data. (1) The peptide sequence is REDQRGSGQVVTYALNTF. The MHC is DRB4_0101 with pseudo-sequence DRB4_0103. The binding affinity (normalized) is 0. (2) The peptide sequence is RKHIEWNCDVCRHGD. The MHC is DRB3_0202 with pseudo-sequence DRB3_0202. The binding affinity (normalized) is 0.136. (3) The peptide sequence is DEVLIEVNPPFGDSY. The MHC is DRB1_0404 with pseudo-sequence DRB1_0404. The binding affinity (normalized) is 0.368. (4) The binding affinity (normalized) is 0.410. The peptide sequence is NRQILDNAAKYVEHD. The MHC is HLA-DPA10201-DPB10101 with pseudo-sequence HLA-DPA10201-DPB10101. (5) The peptide sequence is IRQLERLLQAVVGAG. The MHC is HLA-DPA10103-DPB10401 with pseudo-sequence HLA-DPA10103-DPB10401. The binding affinity (normalized) is 0.230. (6) The peptide sequence is AAVELARALVRAVAE. The MHC is HLA-DQA10401-DQB10402 with pseudo-sequence HLA-DQA10401-DQB10402. The binding affinity (normalized) is 0.609. (7) The peptide sequence is VSATLEQDKCVTVMA. The MHC is DRB1_0101 with pseudo-sequence DRB1_0101. The binding affinity (normalized) is 0.